This data is from Full USPTO retrosynthesis dataset with 1.9M reactions from patents (1976-2016). The task is: Predict the reactants needed to synthesize the given product. (1) Given the product [Cl:11][C:12]1[CH:13]=[C:14]([C:4]2[CH:3]=[C:2]([Br:1])[CH:10]=[CH:9][C:21]=2[C:20]([OH:23])=[O:22])[CH:15]=[C:16]([Cl:18])[CH:17]=1, predict the reactants needed to synthesize it. The reactants are: [Br:1][C:2]1[CH:3]=[C:4](C=[CH:9][CH:10]=1)C(O)=O.[Cl:11][C:12]1[CH:13]=[C:14](I)[CH:15]=[C:16]([Cl:18])[CH:17]=1.[C:20]([OH:23])(=[O:22])[CH3:21].C(CC(C)(C)C)(C)C. (2) Given the product [O:1]1[C:5]2[CH:6]=[CH:7][CH:8]=[CH:9][C:4]=2[N:3]=[C:2]1[N:10]1[CH2:14][CH2:13][CH2:12][C@H:11]1[C:15]([OH:17])=[O:16], predict the reactants needed to synthesize it. The reactants are: [O:1]1[C:5]2[CH:6]=[CH:7][CH:8]=[CH:9][C:4]=2[N:3]=[C:2]1[N:10]1[CH2:14][CH2:13][CH2:12][C@H:11]1[C:15]([O:17]C)=[O:16].O[Li].O.Cl. (3) Given the product [Cl:33][C:30]1[CH:31]=[CH:32][C:27]([CH2:26][N:25]2[C:24]3[C:23](=[O:34])[N:22]([CH3:35])[C:21](=[O:36])[N:20]([CH3:37])[C:19]=3[N:18]=[C:17]2[O:11][CH2:10][C:6]2[CH:7]=[CH:8][CH:9]=[C:4]([O:3][C:2]([F:12])([F:13])[F:1])[CH:5]=2)=[CH:28][CH:29]=1, predict the reactants needed to synthesize it. The reactants are: [F:1][C:2]([F:13])([F:12])[O:3][C:4]1[CH:5]=[C:6]([CH2:10][OH:11])[CH:7]=[CH:8][CH:9]=1.[H-].[Na+].Cl[C:17]1[N:25]([CH2:26][C:27]2[CH:32]=[CH:31][C:30]([Cl:33])=[CH:29][CH:28]=2)[C:24]2[C:23](=[O:34])[N:22]([CH3:35])[C:21](=[O:36])[N:20]([CH3:37])[C:19]=2[N:18]=1. (4) Given the product [ClH:21].[ClH:21].[N:16]1[CH:17]=[CH:18][CH:19]=[CH:20][C:15]=1[O:14][CH:11]1[CH2:12][CH2:13][NH:8][CH2:9][CH2:10]1, predict the reactants needed to synthesize it. The reactants are: C(OC([N:8]1[CH2:13][CH2:12][CH:11]([O:14][C:15]2[CH:20]=[CH:19][CH:18]=[CH:17][N:16]=2)[CH2:10][CH2:9]1)=O)(C)(C)C.[ClH:21]. (5) Given the product [CH2:20]1[C:29]2[C:24](=[CH:25][CH:26]=[CH:27][CH:28]=2)[CH2:23][CH2:22][N:21]1[C:15](=[O:17])[C:14]([C:11]1[CH:10]=[CH:9][C:8]([S:5](/[CH:4]=[CH:3]/[C:1]#[N:2])(=[O:6])=[O:7])=[CH:13][CH:12]=1)([CH3:19])[CH3:18], predict the reactants needed to synthesize it. The reactants are: [C:1](/[CH:3]=[CH:4]/[S:5]([C:8]1[CH:13]=[CH:12][C:11]([C:14]([CH3:19])([CH3:18])[C:15]([OH:17])=O)=[CH:10][CH:9]=1)(=[O:7])=[O:6])#[N:2].[CH2:20]1[C:29]2[C:24](=[CH:25][CH:26]=[CH:27][CH:28]=2)[CH2:23][CH2:22][NH:21]1.Cl.CN(C)CCCN=C=NCC.ON1C2C=CC=CC=2N=N1. (6) Given the product [CH3:2][C:3]1[O:7][N:6]=[C:5]([C:8]2[CH:13]=[CH:12][C:11]([C@@H:14]3[O:19][CH2:18][CH2:17][N:16]([C:26]4[NH:27][C:41](=[O:51])[CH:42]=[C:43]([C:44]5[CH:49]=[CH:48][N:47]=[CH:46][N:45]=5)[N:21]=4)[CH2:15]3)=[CH:10][CH:9]=2)[N:4]=1, predict the reactants needed to synthesize it. The reactants are: Cl.[CH3:2][C:3]1[O:7][N:6]=[C:5]([C:8]2[CH:13]=[CH:12][C:11]([C@@H:14]3[O:19][CH2:18][CH2:17][NH:16][CH2:15]3)=[CH:10][CH:9]=2)[N:4]=1.Cl.[N:21]1([C:26](N)=[NH:27])C=CC=N1.C(N(CC)C(C)C)(C)C.C(O[C:41](=[O:51])[CH2:42][C:43](=O)[C:44]1[CH:49]=[CH:48][N:47]=[CH:46][N:45]=1)C.C(=O)([O-])[O-].[K+].[K+]. (7) Given the product [Br:39][CH2:40][CH2:41][CH2:42][N:11]1[C:12]2[CH:17]=[CH:16][CH:15]=[CH:14][C:13]=2[N:9]([C:4]2[CH:5]=[CH:6][C:7]([F:8])=[C:2]([F:1])[CH:3]=2)[S:10]1(=[O:18])=[O:19], predict the reactants needed to synthesize it. The reactants are: [F:1][C:2]1[CH:3]=[C:4]([N:9]2[C:13]3[CH:14]=[CH:15][CH:16]=[CH:17][C:12]=3[NH:11][S:10]2(=[O:19])=[O:18])[CH:5]=[CH:6][C:7]=1[F:8].C1(P(C2C=CC=CC=2)C2C=CC=CC=2)C=CC=CC=1.[Br:39][CH2:40][CH2:41][CH2:42]O.CC(OC(/N=N/C(OC(C)C)=O)=O)C. (8) Given the product [Br:1][C:2]1[CH:7]=[CH:6][C:5]2[S:8][C:10]([CH3:12])=[CH:11][C:4]=2[CH:3]=1, predict the reactants needed to synthesize it. The reactants are: [Br:1][C:2]1[CH:7]=[CH:6][C:5]([SH:8])=[CH:4][CH:3]=1.Cl[C:10]([CH2:12]Cl)=[CH2:11].C(=O)([O-])[O-].[K+].[K+].